Dataset: Forward reaction prediction with 1.9M reactions from USPTO patents (1976-2016). Task: Predict the product of the given reaction. (1) Given the reactants [OH:1][C:2]([C:43]1[S:44][CH:45]=[CH:46][CH:47]=1)([C:38]1[S:39][CH:40]=[CH:41][CH:42]=1)[C:3]([O:5][C@H:6]1[CH2:11][CH2:10][C@H:9]([N:12]([CH2:14][CH2:15][CH2:16][C:17]([NH:19][C:20]2[CH:25]=[C:24]([O:26][CH3:27])[C:23]([CH2:28][O:29][Si](C(C)(C)C)(C)C)=[CH:22][C:21]=2[Cl:37])=[O:18])[CH3:13])[CH2:8][CH2:7]1)=[O:4].F.F.F.C(N(CC)CC)C, predict the reaction product. The product is: [OH:1][C:2]([C:38]1[S:39][CH:40]=[CH:41][CH:42]=1)([C:43]1[S:44][CH:45]=[CH:46][CH:47]=1)[C:3]([O:5][C@H:6]1[CH2:7][CH2:8][C@H:9]([N:12]([CH2:14][CH2:15][CH2:16][C:17]([NH:19][C:20]2[CH:25]=[C:24]([O:26][CH3:27])[C:23]([CH2:28][OH:29])=[CH:22][C:21]=2[Cl:37])=[O:18])[CH3:13])[CH2:10][CH2:11]1)=[O:4]. (2) Given the reactants [C:1]([O:5][CH2:6][CH3:7])(=[O:4])[CH:2]=[CH2:3].[CH:8]1([NH2:11])[CH2:10][CH2:9]1, predict the reaction product. The product is: [CH2:6]([O:5][C:1](=[O:4])[CH2:2][CH2:3][N:11]([CH:8]1[CH2:10][CH2:9]1)[CH2:3][CH2:2][C:1]([O:5][CH2:6][CH3:7])=[O:4])[CH3:7]. (3) Given the reactants S(Cl)([Cl:3])=O.[OH:5][C:6]1[C:7]([C:16]([OH:18])=O)=[CH:8][CH:9]=[C:10]2[C:15]=1[N:14]=[CH:13][CH:12]=[CH:11]2, predict the reaction product. The product is: [OH:5][C:6]1[C:7]([C:16]([Cl:3])=[O:18])=[CH:8][CH:9]=[C:10]2[C:15]=1[N:14]=[CH:13][CH:12]=[CH:11]2. (4) Given the reactants [Br:1][C:2]1[CH:3]=[C:4]([NH2:11])[C:5]2[N:9]=[CH:8][NH:7][C:6]=2[CH:10]=1.[C:12](O[C:12]([O:14][C:15]([CH3:18])([CH3:17])[CH3:16])=[O:13])([O:14][C:15]([CH3:18])([CH3:17])[CH3:16])=[O:13], predict the reaction product. The product is: [NH2:11][C:4]1[C:5]2[N:9]=[CH:8][N:7]([C:12]([O:14][C:15]([CH3:18])([CH3:17])[CH3:16])=[O:13])[C:6]=2[CH:10]=[C:2]([Br:1])[CH:3]=1.